From a dataset of Full USPTO retrosynthesis dataset with 1.9M reactions from patents (1976-2016). Predict the reactants needed to synthesize the given product. (1) Given the product [C:2]([O:6][C:7]([N:9]1[CH2:14][C@@H:13]2[CH2:15][CH2:16][C@H:10]1[CH2:11][N:12]2[C:17](=[O:19])[CH3:18])=[O:8])([CH3:5])([CH3:3])[CH3:4], predict the reactants needed to synthesize it. The reactants are: Cl.[C:2]([O:6][C:7]([N:9]1[CH2:14][C@@H:13]2[CH2:15][CH2:16][C@H:10]1[CH2:11][NH:12]2)=[O:8])([CH3:5])([CH3:4])[CH3:3].[C:17](OC(=O)C)(=[O:19])[CH3:18].C(N(CC)CC)C. (2) Given the product [CH3:1][N:2]([CH2:23][C:24]1([CH3:36])[CH2:28][C:27]2[C:29]([CH3:35])=[CH:30][C:31]([CH3:34])=[C:32]([CH3:33])[C:26]=2[O:25]1)[CH2:3][C:4]1[CH:9]=[CH:8][CH:7]=[CH:6][CH:5]=1, predict the reactants needed to synthesize it. The reactants are: [CH3:1][NH:2][CH2:3][C:4]1[CH:9]=[CH:8][CH:7]=[CH:6][CH:5]=1.C(=O)([O-])[O-].[K+].[K+].CC(N(C)C)=O.I[CH2:23][C:24]1([CH3:36])[CH2:28][C:27]2[C:29]([CH3:35])=[CH:30][C:31]([CH3:34])=[C:32]([CH3:33])[C:26]=2[O:25]1. (3) The reactants are: [CH2:1]([N:8]1[C:17](=[O:18])[C:16]2[C:11](=[CH:12][C:13]([Cl:19])=[CH:14][CH:15]=2)[N:10]=[C:9]1[CH:20]([N:26]([C:38](=[O:46])[C:39]1[CH:44]=[CH:43][C:42]([CH3:45])=[CH:41][CH:40]=1)[CH2:27][CH2:28][CH2:29][NH:30]C(=O)OC(C)(C)C)[C:21]([N:23]([CH3:25])[CH3:24])=[O:22])[C:2]1[CH:7]=[CH:6][CH:5]=[CH:4][CH:3]=1.FC(F)(F)C(O)=O. Given the product [NH2:30][CH2:29][CH2:28][CH2:27][N:26]([CH:20]([C:9]1[N:8]([CH2:1][C:2]2[CH:7]=[CH:6][CH:5]=[CH:4][CH:3]=2)[C:17](=[O:18])[C:16]2[C:11](=[CH:12][C:13]([Cl:19])=[CH:14][CH:15]=2)[N:10]=1)[C:21]([N:23]([CH3:25])[CH3:24])=[O:22])[C:38](=[O:46])[C:39]1[CH:40]=[CH:41][C:42]([CH3:45])=[CH:43][CH:44]=1, predict the reactants needed to synthesize it. (4) The reactants are: [NH2:1][C:2]1[N:7]2[N:8]=[C:9]([C:11]3[O:12][CH:13]=[CH:14][CH:15]=3)[N:10]=[C:6]2[CH:5]=[C:4](/[CH:16]=[CH:17]/[CH2:18]O)[N:3]=1.[CH:20]1([CH2:23][NH2:24])[CH2:22][CH2:21]1.[BH4-].[Na+]. Given the product [NH2:1][C:2]1[N:7]2[N:8]=[C:9]([C:11]3[O:12][CH:13]=[CH:14][CH:15]=3)[N:10]=[C:6]2[CH:5]=[C:4](/[CH:16]=[CH:17]/[CH2:18][NH:24][CH2:23][CH:20]2[CH2:22][CH2:21]2)[N:3]=1, predict the reactants needed to synthesize it. (5) Given the product [CH3:15][O:14][C:12]1[CH:13]=[C:5]2[C:6](=[CH:10][CH:11]=1)[C:7](=[O:8])[O:9][C:1](=[O:3])[CH:4]2[C:27](=[O:28])[C:29]([F:32])([F:31])[F:30], predict the reactants needed to synthesize it. The reactants are: [C:1]([CH2:4][C:5]1[CH:13]=[C:12]([O:14][CH3:15])[CH:11]=[CH:10][C:6]=1[C:7]([OH:9])=[O:8])([OH:3])=O.N1C=CC=CC=1.CCOCC.[C:27](O[C:27]([C:29]([F:32])([F:31])[F:30])=[O:28])([C:29]([F:32])([F:31])[F:30])=[O:28]. (6) The reactants are: [NH2:1][C:2](=O)[C@@H:3]([NH:24][C:25]([C:27]1([NH:33][C:34](=[O:40])[O:35][C:36]([CH3:39])([CH3:38])[CH3:37])[CH2:32][CH2:31][O:30][CH2:29][CH2:28]1)=[O:26])[CH2:4][C:5]1[CH:10]=[CH:9][C:8]([C:11]2[CH:16]=[CH:15][C:14]([S:17]([N:20]3[CH2:23][CH2:22][CH2:21]3)(=[O:19])=[O:18])=[CH:13][CH:12]=2)=[CH:7][CH:6]=1.CC[N+](S(N=C(OC)[O-])(=O)=O)(CC)CC. Given the product [N:20]1([S:17]([C:14]2[CH:13]=[CH:12][C:11]([C:8]3[CH:9]=[CH:10][C:5]([CH2:4][C@H:3]([NH:24][C:25]([C:27]4([NH:33][C:34](=[O:40])[O:35][C:36]([CH3:38])([CH3:37])[CH3:39])[CH2:32][CH2:31][O:30][CH2:29][CH2:28]4)=[O:26])[C:2]#[N:1])=[CH:6][CH:7]=3)=[CH:16][CH:15]=2)(=[O:19])=[O:18])[CH2:23][CH2:22][CH2:21]1, predict the reactants needed to synthesize it. (7) Given the product [Cl:31][C:25]1[CH:26]=[CH:27][CH:28]=[C:29]([Cl:30])[C:24]=1[C:23]([NH:22][C@@H:4]([CH2:5]/[CH:6]=[CH:7]/[C:8]1[CH:9]=[CH:10][C:11]([N:14]([CH3:21])[C:15]2[N:16]=[CH:17][CH:18]=[CH:19][N:20]=2)=[CH:12][CH:13]=1)[C:3]([OH:33])=[O:2])=[O:32], predict the reactants needed to synthesize it. The reactants are: C[O:2][C:3](=[O:33])[C@@H:4]([NH:22][C:23](=[O:32])[C:24]1[C:29]([Cl:30])=[CH:28][CH:27]=[CH:26][C:25]=1[Cl:31])[CH2:5]/[CH:6]=[CH:7]/[C:8]1[CH:13]=[CH:12][C:11]([N:14]([CH3:21])[C:15]2[N:20]=[CH:19][CH:18]=[CH:17][N:16]=2)=[CH:10][CH:9]=1.[OH-].[Li+].O. (8) Given the product [CH2:21]([O:25][CH2:26][CH2:27][O:28][C:29]1[CH:30]=[CH:31][C:32]([C:2]2[CH:3]=[CH:4][C:5]([N:15]3[CH2:20][CH2:19][O:18][CH2:17][CH2:16]3)=[C:6](/[CH:8]=[CH:9]/[C:10]([O:12][CH2:13][CH3:14])=[O:11])[CH:7]=2)=[CH:33][CH:34]=1)[CH2:22][CH2:23][CH3:24], predict the reactants needed to synthesize it. The reactants are: Br[C:2]1[CH:3]=[CH:4][C:5]([N:15]2[CH2:20][CH2:19][O:18][CH2:17][CH2:16]2)=[C:6](/[CH:8]=[CH:9]/[C:10]([O:12][CH2:13][CH3:14])=[O:11])[CH:7]=1.[CH2:21]([O:25][CH2:26][CH2:27][O:28][C:29]1[CH:34]=[CH:33][C:32](OB(O)O)=[CH:31][CH:30]=1)[CH2:22][CH2:23][CH3:24].C(=O)([O-])[O-].[K+].[K+].